This data is from TCR-epitope binding with 47,182 pairs between 192 epitopes and 23,139 TCRs. The task is: Binary Classification. Given a T-cell receptor sequence (or CDR3 region) and an epitope sequence, predict whether binding occurs between them. (1) The epitope is KLNVGDYFV. The TCR CDR3 sequence is CASSHGGNQPQHF. Result: 0 (the TCR does not bind to the epitope). (2) The epitope is IVDTVSALV. The TCR CDR3 sequence is CAWDRLARFQETQYF. Result: 0 (the TCR does not bind to the epitope). (3) The epitope is AMFWSVPTV. The TCR CDR3 sequence is CASSTSGGYEQYF. Result: 1 (the TCR binds to the epitope).